Dataset: Peptide-MHC class II binding affinity with 134,281 pairs from IEDB. Task: Regression. Given a peptide amino acid sequence and an MHC pseudo amino acid sequence, predict their binding affinity value. This is MHC class II binding data. The peptide sequence is SSYVCSGLVGDTPRK. The MHC is DRB1_1101 with pseudo-sequence DRB1_1101. The binding affinity (normalized) is 0.118.